This data is from Forward reaction prediction with 1.9M reactions from USPTO patents (1976-2016). The task is: Predict the product of the given reaction. (1) Given the reactants Cl[C:2]1[C:11]2=[N:12][N:13](CC3C=CC(OC)=CC=3)[CH:14]=[C:10]2[C:9]2[CH:8]=[C:7]([O:24][CH3:25])[CH:6]=[C:5]([O:26][CH3:27])[C:4]=2[N:3]=1.[CH:28]1([N:31]2[CH2:36][CH2:35][N:34]([C:37]3[CH:43]=[CH:42][C:40]([NH2:41])=[CH:39][CH:38]=3)[CH2:33][CH2:32]2)[CH2:30][CH2:29]1.Cl, predict the reaction product. The product is: [CH:28]1([N:31]2[CH2:32][CH2:33][N:34]([C:37]3[CH:43]=[CH:42][C:40]([NH:41][C:2]4[C:11]5=[N:12][NH:13][CH:14]=[C:10]5[C:9]5[CH:8]=[C:7]([O:24][CH3:25])[CH:6]=[C:5]([O:26][CH3:27])[C:4]=5[N:3]=4)=[CH:39][CH:38]=3)[CH2:35][CH2:36]2)[CH2:30][CH2:29]1. (2) Given the reactants [C:1]([O-:10])(=[S:9])[CH2:2][CH2:3][CH2:4][CH2:5][CH2:6][CH2:7][CH3:8].[Na+:11].[S-2].[Na+].[Na+].C([Cl:24])(=O)CCCCCCC, predict the reaction product. The product is: [S-2:9].[Na+:11].[Na+:11].[C:1]([O-:10])(=[S:9])[CH2:2][CH2:3][CH2:4][CH2:5][CH2:6][CH2:7][CH3:8].[Na+:11].[Cl-:24].[Na+:11]. (3) Given the reactants [CH2:1]([C:8]1[C:16]2[C:11](=[CH:12][CH:13]=[C:14]([C:17]3[CH:22]=[CH:21][C:20]([O:23]C)=[CH:19][CH:18]=3)[CH:15]=2)[N:10]([CH3:25])[C:9]=1[C:26]1[CH:31]=[CH:30][CH:29]=[CH:28][CH:27]=1)[C:2]1[CH:7]=[CH:6][CH:5]=[CH:4][CH:3]=1.B(Br)(Br)Br, predict the reaction product. The product is: [CH2:1]([C:8]1[C:16]2[C:11](=[CH:12][CH:13]=[C:14]([C:17]3[CH:22]=[CH:21][C:20]([OH:23])=[CH:19][CH:18]=3)[CH:15]=2)[N:10]([CH3:25])[C:9]=1[C:26]1[CH:31]=[CH:30][CH:29]=[CH:28][CH:27]=1)[C:2]1[CH:3]=[CH:4][CH:5]=[CH:6][CH:7]=1.